Dataset: Peptide-MHC class II binding affinity with 134,281 pairs from IEDB. Task: Regression. Given a peptide amino acid sequence and an MHC pseudo amino acid sequence, predict their binding affinity value. This is MHC class II binding data. (1) The binding affinity (normalized) is 0.183. The MHC is DRB3_0101 with pseudo-sequence DRB3_0101. The peptide sequence is YTKKEAFNVENGNAT. (2) The peptide sequence is RDGGQLRIPSLLHGG. The MHC is DRB1_0701 with pseudo-sequence DRB1_0701. The binding affinity (normalized) is 0.301.